Dataset: Full USPTO retrosynthesis dataset with 1.9M reactions from patents (1976-2016). Task: Predict the reactants needed to synthesize the given product. (1) Given the product [Br:1][C:2]1[CH:9]=[CH:8][C:7]([O:10][CH:18]([CH3:20])[CH3:19])=[CH:6][C:3]=1[C:4]#[N:5], predict the reactants needed to synthesize it. The reactants are: [Br:1][C:2]1[CH:9]=[CH:8][C:7]([OH:10])=[CH:6][C:3]=1[C:4]#[N:5].C([O-])([O-])=O.[K+].[K+].I[CH:18]([CH3:20])[CH3:19]. (2) Given the product [CH3:1][CH:2]([NH:11][C:12]1[S:13][CH:14]=[C:15]([C:17]2[CH:22]=[CH:21][CH:20]=[CH:19][CH:18]=2)[N:16]=1)[C:3]1[CH:4]=[CH:5][C:6]([CH2:7][O:8][C:24]2[CH:29]=[CH:28][C:27]([CH2:30][C:31]([O:33][CH3:34])=[O:32])=[CH:26][CH:25]=2)=[CH:9][CH:10]=1, predict the reactants needed to synthesize it. The reactants are: [CH3:1][CH:2]([NH:11][C:12]1[S:13][CH:14]=[C:15]([C:17]2[CH:22]=[CH:21][CH:20]=[CH:19][CH:18]=2)[N:16]=1)[C:3]1[CH:10]=[CH:9][C:6]([CH2:7][OH:8])=[CH:5][CH:4]=1.O[C:24]1[CH:29]=[CH:28][C:27]([CH2:30][C:31]([O:33][CH3:34])=[O:32])=[CH:26][CH:25]=1.C(P(CCCC)CCCC)CCC.N(C(N1CCCCC1)=O)=NC(N1CCCCC1)=O. (3) Given the product [CH2:14]([O:13][C:12]1[CH:11]=[C:10]2[C:6](=[CH:5][C:4]=1[O:50][CH:48]([OH:51])[CH2:49][CH2:35][NH:34][C:30]1[CH:31]=[CH:32][CH:33]=[C:28]([O:27][CH2:25][CH3:26])[CH:29]=1)[C:7]1=[N:46][NH:47][CH:37]=[C:8]1[CH2:9]2)[CH3:15], predict the reactants needed to synthesize it. The reactants are: C(O[C:4]1[CH:5]=[C:6]2[C:10](=[CH:11][C:12]=1[O:13][CH2:14][CH2:15]COC1CCCCO1)[C:9](=O)[CH2:8][CH2:7]2)C.[CH2:25]([O:27][C:28]1[CH:29]=[C:30]([N:34]=[C:35]=S)[CH:31]=[CH:32][CH:33]=1)[CH3:26].[CH3:37][Si](C)(C)[Si](C)(C)C.[Li].[NH2:46][NH2:47].[C:48]([OH:51])(=[O:50])[CH3:49]. (4) The reactants are: FC(F)(F)C(O)=O.C(OC([N:15]1[CH2:19][CH2:18][C@@H:17]([NH:20][C:21]2[CH:40]=[CH:39][C:38]([C:41]#[N:42])=[CH:37][C:22]=2[C:23]([NH:25][CH2:26][C:27]2[CH:32]=[CH:31][C:30]([O:33][CH3:34])=[C:29]([O:35][CH3:36])[CH:28]=2)=[O:24])[CH2:16]1)=O)(C)(C)C. Given the product [C:41]([C:38]1[CH:39]=[CH:40][C:21]([NH:20][C@@H:17]2[CH2:18][CH2:19][NH:15][CH2:16]2)=[C:22]([CH:37]=1)[C:23]([NH:25][CH2:26][C:27]1[CH:32]=[CH:31][C:30]([O:33][CH3:34])=[C:29]([O:35][CH3:36])[CH:28]=1)=[O:24])#[N:42], predict the reactants needed to synthesize it.